This data is from NCI-60 drug combinations with 297,098 pairs across 59 cell lines. The task is: Regression. Given two drug SMILES strings and cell line genomic features, predict the synergy score measuring deviation from expected non-interaction effect. (1) Drug 1: CC1=C(C=C(C=C1)NC2=NC=CC(=N2)N(C)C3=CC4=NN(C(=C4C=C3)C)C)S(=O)(=O)N.Cl. Drug 2: N.N.Cl[Pt+2]Cl. Cell line: BT-549. Synergy scores: CSS=0.813, Synergy_ZIP=4.85, Synergy_Bliss=9.75, Synergy_Loewe=6.63, Synergy_HSA=7.09. (2) Synergy scores: CSS=-4.66, Synergy_ZIP=0.930, Synergy_Bliss=-5.48, Synergy_Loewe=-6.83, Synergy_HSA=-8.09. Drug 1: CS(=O)(=O)C1=CC(=C(C=C1)C(=O)NC2=CC(=C(C=C2)Cl)C3=CC=CC=N3)Cl. Cell line: SW-620. Drug 2: C1CN(P(=O)(OC1)NCCCl)CCCl. (3) Drug 1: C1CN(CCN1C(=O)CCBr)C(=O)CCBr. Drug 2: C1C(C(OC1N2C=NC3=C2NC=NCC3O)CO)O. Cell line: SN12C. Synergy scores: CSS=11.3, Synergy_ZIP=-6.38, Synergy_Bliss=-1.29, Synergy_Loewe=-7.68, Synergy_HSA=-6.83. (4) Drug 1: CCC1=CC2CC(C3=C(CN(C2)C1)C4=CC=CC=C4N3)(C5=C(C=C6C(=C5)C78CCN9C7C(C=CC9)(C(C(C8N6C)(C(=O)OC)O)OC(=O)C)CC)OC)C(=O)OC.C(C(C(=O)O)O)(C(=O)O)O. Drug 2: CC(C)NC(=O)C1=CC=C(C=C1)CNNC.Cl. Cell line: SK-OV-3. Synergy scores: CSS=48.1, Synergy_ZIP=2.65, Synergy_Bliss=4.90, Synergy_Loewe=-50.7, Synergy_HSA=3.64. (5) Drug 1: CNC(=O)C1=CC=CC=C1SC2=CC3=C(C=C2)C(=NN3)C=CC4=CC=CC=N4. Drug 2: COC1=CC(=CC(=C1O)OC)C2C3C(COC3=O)C(C4=CC5=C(C=C24)OCO5)OC6C(C(C7C(O6)COC(O7)C8=CC=CS8)O)O. Cell line: MDA-MB-435. Synergy scores: CSS=0.272, Synergy_ZIP=-3.30, Synergy_Bliss=-7.89, Synergy_Loewe=-13.7, Synergy_HSA=-10.5. (6) Drug 1: CC1=C(C(CCC1)(C)C)C=CC(=CC=CC(=CC(=O)O)C)C. Drug 2: CCC1(C2=C(COC1=O)C(=O)N3CC4=CC5=C(C=CC(=C5CN(C)C)O)N=C4C3=C2)O.Cl. Cell line: 786-0. Synergy scores: CSS=22.3, Synergy_ZIP=2.42, Synergy_Bliss=4.52, Synergy_Loewe=-46.1, Synergy_HSA=0.494. (7) Drug 1: C1=NC2=C(N1)C(=S)N=C(N2)N. Drug 2: C1=CC=C(C(=C1)C(C2=CC=C(C=C2)Cl)C(Cl)Cl)Cl. Cell line: UACC-257. Synergy scores: CSS=23.3, Synergy_ZIP=-5.29, Synergy_Bliss=2.05, Synergy_Loewe=-11.2, Synergy_HSA=2.43. (8) Drug 1: C1CCN(CC1)CCOC2=CC=C(C=C2)C(=O)C3=C(SC4=C3C=CC(=C4)O)C5=CC=C(C=C5)O. Drug 2: CC(C1=C(C=CC(=C1Cl)F)Cl)OC2=C(N=CC(=C2)C3=CN(N=C3)C4CCNCC4)N. Cell line: U251. Synergy scores: CSS=12.8, Synergy_ZIP=-2.45, Synergy_Bliss=-0.989, Synergy_Loewe=-3.60, Synergy_HSA=-2.29.